From a dataset of Peptide-MHC class I binding affinity with 185,985 pairs from IEDB/IMGT. Regression. Given a peptide amino acid sequence and an MHC pseudo amino acid sequence, predict their binding affinity value. This is MHC class I binding data. (1) The binding affinity (normalized) is 0.355. The peptide sequence is KLGGGQYGK. The MHC is HLA-A11:01 with pseudo-sequence HLA-A11:01. (2) The peptide sequence is PDFNSLISI. The MHC is HLA-B40:02 with pseudo-sequence HLA-B40:02. The binding affinity (normalized) is 0.381. (3) The peptide sequence is FGIDNFEFI. The MHC is H-2-Db with pseudo-sequence H-2-Db. The binding affinity (normalized) is 1.00. (4) The peptide sequence is APAKKAAAK. The MHC is HLA-B51:01 with pseudo-sequence HLA-B51:01. The binding affinity (normalized) is 0.0847. (5) The peptide sequence is FFLQRLYFL. The MHC is HLA-B15:03 with pseudo-sequence HLA-B15:03. The binding affinity (normalized) is 0.382. (6) The peptide sequence is QGKQHLHSL. The MHC is HLA-A01:01 with pseudo-sequence HLA-A01:01. The binding affinity (normalized) is 0.0847. (7) The peptide sequence is LKDGPERVIL. The MHC is HLA-B08:01 with pseudo-sequence HLA-B08:01. The binding affinity (normalized) is 0.275. (8) The peptide sequence is RFPLTFGW. The MHC is HLA-A32:01 with pseudo-sequence HLA-A32:01. The binding affinity (normalized) is 0.327.